From a dataset of Reaction yield outcomes from USPTO patents with 853,638 reactions. Predict the reaction yield, written as a fraction of the theoretical maximum amount of product (1.0 means a 100% yield; for example, 0.34 means a 34% yield). (1) The reactants are [Cl:1][C:2]1[CH:7]=[C:6](Cl)[N:5]=[C:4]([C:9]2[S:10][CH:11]=[CH:12][N:13]=2)[CH:3]=1.CN1CC(=O)OB([C:24]2[CH:25]=[N:26][CH:27]=[CH:28][CH:29]=2)OC(=O)C1.[O-]P([O-])([O-])=O.[K+].[K+].[K+].C1COCC1. The catalyst is CCOC(C)=O.C1C=CC(P(C2C=CC=CC=2)[C-]2C=CC=C2)=CC=1.C1C=CC(P(C2C=CC=CC=2)[C-]2C=CC=C2)=CC=1.Cl[Pd]Cl.[Fe+2].O. The product is [Cl:1][C:2]1[CH:3]=[C:4]([C:9]2[S:10][CH:11]=[CH:12][N:13]=2)[N:5]=[C:6]([C:24]2[CH:25]=[N:26][CH:27]=[CH:28][CH:29]=2)[CH:7]=1. The yield is 0.540. (2) The reactants are [C:1]([C:4]1[C:24](=[O:25])[C@@:8]2([CH3:26])[C:9]3[C:15]([O:16][CH2:17][CH3:18])=[CH:14][C:13]([O:19][CH3:20])=[C:12]([C:21]([NH2:23])=[O:22])[C:10]=3[O:11][C:7]2=[CH:6][C:5]=1[OH:27])(=[O:3])[CH3:2].[CH3:28][C:29]1[CH:38]=[CH:37][C:36]2[C:31](=[CH:32][CH:33]=[CH:34][CH:35]=2)[C:30]=1[CH:39]=O.C([SiH](CC)CC)C.FC(F)(F)C(O)=O. The catalyst is C(#N)C. The product is [C:1]([C:4]1[C:24](=[O:25])[C@@:8]2([CH3:26])[C:9]3[C:15]([O:16][CH2:17][CH3:18])=[CH:14][C:13]([O:19][CH3:20])=[C:12]([C:21]([NH:23][CH2:39][C:30]4[C:31]5[C:36](=[CH:35][CH:34]=[CH:33][CH:32]=5)[CH:37]=[CH:38][C:29]=4[CH3:28])=[O:22])[C:10]=3[O:11][C:7]2=[CH:6][C:5]=1[OH:27])(=[O:3])[CH3:2]. The yield is 0.540.